Predict the reaction yield, written as a fraction of the theoretical maximum amount of product (1.0 means a 100% yield; for example, 0.34 means a 34% yield). From a dataset of Reaction yield outcomes from USPTO patents with 853,638 reactions. (1) The yield is 0.802. The reactants are C[O:2][C:3](=[O:19])[CH2:4][CH2:5][CH2:6][CH2:7][CH2:8][O:9][C:10]1[CH:15]=[CH:14][C:13]([N+:16]([O-:18])=[O:17])=[CH:12][CH:11]=1. The catalyst is Cl. The product is [N+:16]([C:13]1[CH:12]=[CH:11][C:10]([O:9][CH2:8][CH2:7][CH2:6][CH2:5][CH2:4][C:3]([OH:19])=[O:2])=[CH:15][CH:14]=1)([O-:18])=[O:17]. (2) The reactants are [CH2:1]([C:4]1[C:8]([CH2:9][CH2:10][CH2:11][OH:12])=[CH:7][N:6]([C:13]2[CH:18]=[CH:17][C:16]([C:19]([F:22])([F:21])[F:20])=[CH:15][N:14]=2)[N:5]=1)[CH2:2][CH3:3].O[C:24]1[C:28]([CH2:29][CH2:30][CH3:31])=[CH:27][N:26](C(OC(C)(C)C)=O)[N:25]=1.C(P(CCCC)CCCC)CCC.N(C(N1CCCCC1)=O)=NC(N1CCCCC1)=O. The catalyst is O1CCCC1. The product is [CH2:29]([C:28]1[C:24]([O:12][CH2:11][CH2:10][CH2:9][C:8]2[C:4]([CH2:1][CH2:2][CH3:3])=[N:5][N:6]([C:13]3[CH:18]=[CH:17][C:16]([C:19]([F:21])([F:20])[F:22])=[CH:15][N:14]=3)[CH:7]=2)=[N:25][NH:26][CH:27]=1)[CH2:30][CH3:31]. The yield is 0.790. (3) The reactants are [Cl:1][C:2]1[CH:15]=[CH:14][C:5]([CH2:6][N:7]2[CH2:12][CH2:11][CH:10]([NH2:13])[CH2:9][CH2:8]2)=[CH:4][CH:3]=1.[Cl:16][C:17]1[C:18]([O:34][CH3:35])=[CH:19][C:20]([O:28][CH2:29][C@:30]2(C)[CH2:32][O:31]2)=[C:21]([NH:23][C:24](=[O:27])[CH2:25][CH3:26])[CH:22]=1.Cl([O-])(=O)(=O)=O.[Li+]. The product is [Cl:16][C:17]1[C:18]([O:34][CH3:35])=[CH:19][C:20]([O:28][CH2:29][C@@H:30]([OH:31])[CH2:32][NH:13][CH:10]2[CH2:9][CH2:8][N:7]([CH2:6][C:5]3[CH:4]=[CH:3][C:2]([Cl:1])=[CH:15][CH:14]=3)[CH2:12][CH2:11]2)=[C:21]([NH:23][C:24](=[O:27])[CH2:25][CH3:26])[CH:22]=1. The catalyst is C(#N)C. The yield is 0.860. (4) The reactants are [CH2:1]([C@@:4]1([C:20]2[CH:25]=[CH:24][CH:23]=[CH:22][CH:21]=2)[O:9][C:8](=[O:10])[N:7]([C@H:11]([C:13]2[CH:18]=[CH:17][C:16](Br)=[CH:15][CH:14]=2)[CH3:12])[CH2:6][CH2:5]1)[CH:2]=[CH2:3].[NH2:26][C:27]1[N:32]=[CH:31][C:30](B(O)O)=[CH:29][CH:28]=1.C([O-])([O-])=O.[Cs+].[Cs+]. The catalyst is O1CCOCC1.Cl[Pd](Cl)([P](C1C=CC=CC=1)(C1C=CC=CC=1)C1C=CC=CC=1)[P](C1C=CC=CC=1)(C1C=CC=CC=1)C1C=CC=CC=1. The product is [CH2:1]([C@@:4]1([C:20]2[CH:25]=[CH:24][CH:23]=[CH:22][CH:21]=2)[O:9][C:8](=[O:10])[N:7]([C@H:11]([C:13]2[CH:18]=[CH:17][C:16]([C:30]3[CH:31]=[N:32][C:27]([NH2:26])=[CH:28][CH:29]=3)=[CH:15][CH:14]=2)[CH3:12])[CH2:6][CH2:5]1)[CH:2]=[CH2:3]. The yield is 0.600. (5) The reactants are [OH-].[Li+].[C:3]([CH2:11][NH:12][CH2:13][C:14]1[CH:15]=[C:16]([C:20]2[CH:25]=[CH:24][C:23]([CH2:26][C@H:27]([NH:32][C:33]([CH3:43])=[CH:34][C:35](=[O:42])[C:36]3[CH:41]=[CH:40][CH:39]=[CH:38][CH:37]=3)[C:28]([O:30]C)=[O:29])=[CH:22][CH:21]=2)[CH:17]=[CH:18][CH:19]=1)(=[O:10])[C:4]1[CH:9]=[CH:8][CH:7]=[CH:6][CH:5]=1.Cl. The catalyst is CO.C1COCC1. The product is [C:3]([CH2:11][NH:12][CH2:13][C:14]1[CH:15]=[C:16]([C:20]2[CH:25]=[CH:24][C:23]([CH2:26][C@H:27]([NH:32][C:33]([CH3:43])=[CH:34][C:35](=[O:42])[C:36]3[CH:37]=[CH:38][CH:39]=[CH:40][CH:41]=3)[C:28]([OH:30])=[O:29])=[CH:22][CH:21]=2)[CH:17]=[CH:18][CH:19]=1)(=[O:10])[C:4]1[CH:5]=[CH:6][CH:7]=[CH:8][CH:9]=1. The yield is 0.170. (6) The reactants are Cl.[CH:2]([N:5]1[C:9]([C:10]2[N:19]=[C:18]3[N:12]([CH2:13][CH2:14][O:15][C:16]4[CH:23]=[C:22]([CH:24]5[CH2:29][CH2:28][NH:27][CH2:26][CH2:25]5)[CH:21]=[CH:20][C:17]=43)[CH:11]=2)=[N:8][C:7]([CH3:30])=[N:6]1)([CH3:4])[CH3:3].C(N(CC)CC)C.Cl[CH2:39][C:40]([NH:42][CH3:43])=[O:41]. The catalyst is [I-].C([N+](CCCC)(CCCC)CCCC)CCC. The product is [CH:2]([N:5]1[C:9]([C:10]2[N:19]=[C:18]3[C:17]4[CH:20]=[CH:21][C:22]([CH:24]5[CH2:29][CH2:28][N:27]([CH2:39][C:40]([NH:42][CH3:43])=[O:41])[CH2:26][CH2:25]5)=[CH:23][C:16]=4[O:15][CH2:14][CH2:13][N:12]3[CH:11]=2)=[N:8][C:7]([CH3:30])=[N:6]1)([CH3:4])[CH3:3]. The yield is 0.140. (7) The reactants are [Cl:1][C:2]1[CH:7]=[CH:6][C:5]([N:8]([C@H:12]2[C:21]3[C:16](=[CH:17][CH:18]=[CH:19][CH:20]=3)[N:15]([C:22](=[O:30])[C:23]3[CH:28]=[CH:27][C:26]([OH:29])=[CH:25][CH:24]=3)[C@@H:14]([CH3:31])[CH2:13]2)[C:9](=[O:11])[CH3:10])=[CH:4][CH:3]=1.C([O-])([O-])=O.[K+].[K+].Br[CH2:39][CH2:40][CH2:41][N:42]1[CH2:46][CH2:45][CH2:44][CH2:43]1. The catalyst is CN(C=O)C. The product is [Cl:1][C:2]1[CH:3]=[CH:4][C:5]([N:8]([C@H:12]2[C:21]3[C:16](=[CH:17][CH:18]=[CH:19][CH:20]=3)[N:15]([C:22](=[O:30])[C:23]3[CH:24]=[CH:25][C:26]([O:29][CH2:39][CH2:40][CH2:41][N:42]4[CH2:46][CH2:45][CH2:44][CH2:43]4)=[CH:27][CH:28]=3)[C@@H:14]([CH3:31])[CH2:13]2)[C:9](=[O:11])[CH3:10])=[CH:6][CH:7]=1. The yield is 0.0800. (8) The reactants are C[O:2][C:3]([C:5]1[CH:10]=[CH:9][C:8]([C:11]2[CH:16]=[CH:15][C:14]([Cl:17])=[CH:13][CH:12]=2)=[CH:7][C:6]=1[O:18][CH3:19])=[O:4].O.[Li+].[OH-]. The catalyst is C1COCC1. The product is [Cl:17][C:14]1[CH:13]=[CH:12][C:11]([C:8]2[CH:9]=[CH:10][C:5]([C:3]([OH:4])=[O:2])=[C:6]([O:18][CH3:19])[CH:7]=2)=[CH:16][CH:15]=1. The yield is 0.910. (9) The reactants are [O:1]1[C:5]2([CH2:10][CH2:9][CH:8]([CH2:11][CH2:12][N:13]3[CH2:18][CH2:17][N:16]([C:19]4[CH:20]=[C:21]([CH:23]=[CH:24][CH:25]=4)[NH2:22])[CH2:15][CH2:14]3)[CH2:7][CH2:6]2)[O:4][CH2:3][CH2:2]1.C(N(CC)CC)C.Cl[C:34]([O:36][CH2:37][CH3:38])=[O:35]. The catalyst is ClCCl. The product is [CH2:37]([O:36][C:34](=[O:35])[NH:22][C:21]1[CH:23]=[CH:24][CH:25]=[C:19]([N:16]2[CH2:15][CH2:14][N:13]([CH2:12][CH2:11][CH:8]3[CH2:7][CH2:6][C:5]4([O:4][CH2:3][CH2:2][O:1]4)[CH2:10][CH2:9]3)[CH2:18][CH2:17]2)[CH:20]=1)[CH3:38]. The yield is 0.290.